This data is from Catalyst prediction with 721,799 reactions and 888 catalyst types from USPTO. The task is: Predict which catalyst facilitates the given reaction. Reactant: Br[C:2]1[CH:7]=[CH:6][C:5]([N:8]2[C:12](=[O:13])[N:11]([CH2:14][O:15][CH2:16][CH2:17][Si:18]([CH3:21])([CH3:20])[CH3:19])[N:10]=[CH:9]2)=[CH:4][CH:3]=1.[B:22]1([B:22]2[O:26][C:25]([CH3:28])([CH3:27])[C:24]([CH3:30])([CH3:29])[O:23]2)[O:26][C:25]([CH3:28])([CH3:27])[C:24]([CH3:30])([CH3:29])[O:23]1.CC([O-])=O.[K+]. Product: [CH3:29][C:24]1([CH3:30])[C:25]([CH3:28])([CH3:27])[O:26][B:22]([C:2]2[CH:7]=[CH:6][C:5]([N:8]3[C:12](=[O:13])[N:11]([CH2:14][O:15][CH2:16][CH2:17][Si:18]([CH3:21])([CH3:20])[CH3:19])[N:10]=[CH:9]3)=[CH:4][CH:3]=2)[O:23]1. The catalyst class is: 462.